Dataset: Forward reaction prediction with 1.9M reactions from USPTO patents (1976-2016). Task: Predict the product of the given reaction. (1) The product is: [CH2:11]([O:10][C:8]([C:4]1[NH:5][CH:6]=[C:7]2[CH:27]([C:25]3[O:26][C:22]([S:21][C:19]4[NH:18][C:17]5[CH:29]=[CH:30][C:14]([CH3:13])=[CH:15][C:16]=5[N:20]=4)=[CH:23][CH:24]=3)[C:32]3[C:33](=[O:37])[CH2:34][CH2:35][CH2:36][C:31]=3[NH:2][C:3]=12)=[O:9])[CH3:12]. Given the reactants Cl.[NH2:2][C:3]1[CH:7]=[CH:6][NH:5][C:4]=1[C:8]([O:10][CH2:11][CH3:12])=[O:9].[CH3:13][C:14]1[CH:30]=[CH:29][C:17]2[NH:18][C:19]([S:21][C:22]3[O:26][C:25]([CH:27]=O)=[CH:24][CH:23]=3)=[N:20][C:16]=2[CH:15]=1.[C:31]1(=O)[CH2:36][CH2:35][CH2:34][C:33](=[O:37])[CH2:32]1.C(N(CC)C(C)C)(C)C, predict the reaction product. (2) Given the reactants C[O:2][C:3](=[O:16])[CH2:4][C:5]1[C:6]2[CH:13]=[C:12]([CH3:14])[C:11]([OH:15])=[CH:10][C:7]=2[S:8][CH:9]=1.[F:17][C:18]([F:36])([F:35])[C:19]1[CH:34]=[CH:33][C:22]([CH2:23][O:24][C:25]2[CH:30]=[CH:29][CH:28]=[CH:27][C:26]=2[CH2:31]O)=[CH:21][CH:20]=1.COC(=O)CC1C2C=CC=C(O)C=2SC=1, predict the reaction product. The product is: [CH3:14][C:12]1[C:11]([O:15][CH2:31][C:26]2[CH:27]=[CH:28][CH:29]=[CH:30][C:25]=2[O:24][CH2:23][C:22]2[CH:33]=[CH:34][C:19]([C:18]([F:17])([F:35])[F:36])=[CH:20][CH:21]=2)=[CH:10][C:7]2[S:8][CH:9]=[C:5]([CH2:4][C:3]([OH:2])=[O:16])[C:6]=2[CH:13]=1. (3) Given the reactants [C:1](N1C=CN=C1)(N1C=CN=C1)=[S:2].[C:13]([O:17][C:18](=[O:32])[N:19]([CH2:22][CH2:23][O:24][C:25]1[CH:30]=[CH:29][C:28]([NH2:31])=[CH:27][CH:26]=1)[CH2:20][CH3:21])([CH3:16])([CH3:15])[CH3:14], predict the reaction product. The product is: [C:13]([O:17][C:18](=[O:32])[N:19]([CH2:20][CH3:21])[CH2:22][CH2:23][O:24][C:25]1[CH:26]=[CH:27][C:28]([N:31]=[C:1]=[S:2])=[CH:29][CH:30]=1)([CH3:14])([CH3:15])[CH3:16]. (4) Given the reactants [Cl:1][C:2]1[CH:7]=[C:6](Cl)[CH:5]=[CH:4][C:3]=1[SH:9].[Br:10][C:11]1[CH:16]=[CH:15][CH:14]=[CH:13][C:12]=1S.ClC1C=CC=[CH:23][C:20]=1[CH:21]=[O:22].NCCCCCCO.[NH:35]1[CH2:40][CH2:39][S:38][CH2:37][CH2:36]1, predict the reaction product. The product is: [Br:10][C:11]1[CH:16]=[CH:15][CH:14]=[CH:13][C:12]=1[S:9][C:3]1[CH:4]=[CH:5][C:6](/[CH:23]=[CH:20]/[C:21]([SH:38]2[CH2:39][CH2:40][NH:35][CH2:36][CH2:37]2)=[O:22])=[CH:7][C:2]=1[Cl:1].